From a dataset of Peptide-MHC class II binding affinity with 134,281 pairs from IEDB. Regression. Given a peptide amino acid sequence and an MHC pseudo amino acid sequence, predict their binding affinity value. This is MHC class II binding data. (1) The peptide sequence is DVLSQPMLPHTWDGS. The MHC is HLA-DQA10102-DQB10602 with pseudo-sequence HLA-DQA10102-DQB10602. The binding affinity (normalized) is 0.0908. (2) The peptide sequence is LIINWLQEALSSASL. The MHC is DRB1_1501 with pseudo-sequence DRB1_1501. The binding affinity (normalized) is 0.643. (3) The peptide sequence is CDKFLANVSTVLTGK. The MHC is DRB3_0202 with pseudo-sequence DRB3_0202. The binding affinity (normalized) is 0.885.